This data is from Forward reaction prediction with 1.9M reactions from USPTO patents (1976-2016). The task is: Predict the product of the given reaction. The product is: [C:7]([O:10][C:11]1[C:16]([CH3:17])=[CH:15][CH:14]=[CH:13][C:12]=1[CH:18]1[CH2:20][CH2:19]1)(=[O:9])[CH3:8]. Given the reactants [Mg].C1COCC1.[C:7]([O:10][C:11]1[C:16]([CH3:17])=[CH:15][CH:14]=[CH:13][C:12]=1[CH:18](Br)[CH2:19][CH2:20]Br)(=[O:9])[CH3:8].Cl, predict the reaction product.